This data is from NCI-60 drug combinations with 297,098 pairs across 59 cell lines. The task is: Regression. Given two drug SMILES strings and cell line genomic features, predict the synergy score measuring deviation from expected non-interaction effect. (1) Drug 1: CN1C2=C(C=C(C=C2)N(CCCl)CCCl)N=C1CCCC(=O)O.Cl. Cell line: U251. Synergy scores: CSS=-2.80, Synergy_ZIP=2.95, Synergy_Bliss=1.23, Synergy_Loewe=-0.742, Synergy_HSA=-2.23. Drug 2: C1=NNC2=C1C(=O)NC=N2. (2) Drug 1: CNC(=O)C1=CC=CC=C1SC2=CC3=C(C=C2)C(=NN3)C=CC4=CC=CC=N4. Drug 2: CCC1(C2=C(COC1=O)C(=O)N3CC4=CC5=C(C=CC(=C5CN(C)C)O)N=C4C3=C2)O.Cl. Cell line: CCRF-CEM. Synergy scores: CSS=61.1, Synergy_ZIP=-0.903, Synergy_Bliss=1.45, Synergy_Loewe=-26.8, Synergy_HSA=2.98. (3) Drug 1: C1CC(=O)NC(=O)C1N2CC3=C(C2=O)C=CC=C3N. Drug 2: CC1=C(C=C(C=C1)C(=O)NC2=CC(=CC(=C2)C(F)(F)F)N3C=C(N=C3)C)NC4=NC=CC(=N4)C5=CN=CC=C5. Cell line: UO-31. Synergy scores: CSS=-0.287, Synergy_ZIP=-0.131, Synergy_Bliss=-0.0835, Synergy_Loewe=-0.606, Synergy_HSA=-0.875.